From a dataset of Catalyst prediction with 721,799 reactions and 888 catalyst types from USPTO. Predict which catalyst facilitates the given reaction. (1) Reactant: C(Cl)(=O)C(Cl)=O.CS(C)=O.[OH:11][CH2:12][C@@H:13]1[C@@H:20]2[C@@H:16]([O:17][C:18](=[O:21])[CH2:19]2)[CH2:15][C@H:14]1[O:22][CH2:23][C:24]1[CH:29]=[CH:28][CH:27]=[CH:26][CH:25]=1.C(N(CC)CC)C. Product: [O:21]=[C:18]1[O:17][C@H:16]2[CH2:15][C@@H:14]([O:22][CH2:23][C:24]3[CH:29]=[CH:28][CH:27]=[CH:26][CH:25]=3)[C@H:13]([CH:12]=[O:11])[C@H:20]2[CH2:19]1. The catalyst class is: 4. (2) Reactant: [C:1]([C:3]1([C:6]2[CH:7]=[C:8]([CH:12]=[CH:13][CH:14]=2)[C:9]([OH:11])=O)[CH2:5][CH2:4]1)#[N:2].S(Cl)(Cl)=O.C1(C)C=CC=CC=1.[NH2:26][C:27]1[CH:28]=[C:29]([CH:46]=[CH:47][CH:48]=1)[O:30][C:31]1[CH:45]=[CH:44][C:34]2[N:35]=[C:36]([NH:38][C:39]([CH:41]3[CH2:43][CH2:42]3)=[O:40])[O:37][C:33]=2[CH:32]=1. Product: [C:1]([C:3]1([C:6]2[CH:7]=[C:8]([CH:12]=[CH:13][CH:14]=2)[C:9]([NH:26][C:27]2[CH:48]=[CH:47][CH:46]=[C:29]([O:30][C:31]3[CH:45]=[CH:44][C:34]4[N:35]=[C:36]([NH:38][C:39]([CH:41]5[CH2:42][CH2:43]5)=[O:40])[O:37][C:33]=4[CH:32]=3)[CH:28]=2)=[O:11])[CH2:4][CH2:5]1)#[N:2]. The catalyst class is: 341. (3) Reactant: Br[C@H:2]([C@H:17]([C:19]1[CH:24]=[CH:23][C:22]([Br:25])=[CH:21][CH:20]=1)[CH3:18])[C:3]([N:5]1[C@H:9]([C:10]2[CH:15]=[CH:14][CH:13]=[CH:12][CH:11]=2)[CH2:8][O:7][C:6]1=[O:16])=[O:4].[N-:26]=[N+:27]=[N-:28].CN(C)C(=[NH2+])N(C)C. Product: [N:26]([C@@H:2]([C@H:17]([C:19]1[CH:24]=[CH:23][C:22]([Br:25])=[CH:21][CH:20]=1)[CH3:18])[C:3]([N:5]1[C@H:9]([C:10]2[CH:15]=[CH:14][CH:13]=[CH:12][CH:11]=2)[CH2:8][O:7][C:6]1=[O:16])=[O:4])=[N+:27]=[N-:28]. The catalyst class is: 10. (4) Reactant: C(O)(C(F)(F)F)=O.[CH3:8][N:9]1[C@H:16]([C:17]([NH:19][C:20]2[CH:25]=[CH:24][C:23]([O:26][CH2:27][C:28]3[C:37]4[C:32](=[CH:33][CH:34]=[CH:35][CH:36]=4)[N:31]=[C:30]([CH3:38])[CH:29]=3)=[CH:22][CH:21]=2)=[O:18])[C@@H:15]([C:39]([O:41]C(C)(C)C)=[O:40])[CH2:14][C:11]2([CH2:13][CH2:12]2)[CH2:10]1. Product: [CH3:8][N:9]1[C@H:16]([C:17]([NH:19][C:20]2[CH:21]=[CH:22][C:23]([O:26][CH2:27][C:28]3[C:37]4[C:32](=[CH:33][CH:34]=[CH:35][CH:36]=4)[N:31]=[C:30]([CH3:38])[CH:29]=3)=[CH:24][CH:25]=2)=[O:18])[C@@H:15]([C:39]([OH:41])=[O:40])[CH2:14][C:11]2([CH2:13][CH2:12]2)[CH2:10]1. The catalyst class is: 2. (5) The catalyst class is: 7. Product: [CH2:1]([N:8]1[CH2:9][CH2:10][N:11]([CH2:14][CH2:15][CH2:16][N:41]2[C:42](=[O:43])[CH2:37][CH2:38][C:39]2=[O:40])[CH2:12][CH2:13]1)[C:2]1[CH:3]=[CH:4][CH:5]=[CH:6][CH:7]=1. Reactant: [CH2:1]([N:8]1[CH2:13][CH2:12][N:11]([CH2:14][CH2:15][CH2:16]O)[CH2:10][CH2:9]1)[C:2]1[CH:7]=[CH:6][CH:5]=[CH:4][CH:3]=1.C1(P(C2C=CC=CC=2)C2C=CC=CC=2)C=CC=CC=1.[CH2:37]1[C:42](=[O:43])[NH:41][C:39](=[O:40])[CH2:38]1.CCOC(/N=N/C(OCC)=O)=O. (6) Reactant: Br[CH2:2][C:3]([CH:21]1[CH2:23][CH2:22]1)([OH:20])[CH2:4][C:5]1[CH:10]=[CH:9][C:8]([O:11][C:12]2[CH:17]=[CH:16][C:15]([Cl:18])=[CH:14][CH:13]=2)=[CH:7][C:6]=1[Cl:19].[NH:24]1[CH:28]=[N:27][CH:26]=[N:25]1.C([O-])([O-])=O.[Cs+].[Cs+].O. Product: [Cl:19][C:6]1[CH:7]=[C:8]([O:11][C:12]2[CH:17]=[CH:16][C:15]([Cl:18])=[CH:14][CH:13]=2)[CH:9]=[CH:10][C:5]=1[CH2:4][C:3]([CH:21]1[CH2:23][CH2:22]1)([OH:20])[CH2:2][N:24]1[CH:28]=[N:27][CH:26]=[N:25]1. The catalyst class is: 3.